Dataset: Reaction yield outcomes from USPTO patents with 853,638 reactions. Task: Predict the reaction yield, written as a fraction of the theoretical maximum amount of product (1.0 means a 100% yield; for example, 0.34 means a 34% yield). (1) The reactants are Cl[C:2]1[S:3][CH:4]=[C:5]([CH2:7][N:8]2[C:12]3[CH:13]=[CH:14][CH:15]=[CH:16][C:11]=3[N:10]([CH2:17][CH2:18][CH2:19][O:20][C:21]3[CH:26]=[CH:25][C:24]([F:27])=[CH:23][CH:22]=3)[C:9]2=[NH:28])[N:6]=1.[C:29]1([C:42]2[CH:47]=[CH:46][CH:45]=[CH:44][CH:43]=2)[CH:34]=[CH:33][CH:32]=[CH:31][C:30]=1[CH2:35][N:36]1[CH2:41][CH2:40][NH:39][CH2:38][CH2:37]1.C([O-])([O-])=O.[K+].[K+]. The catalyst is CN1CCCC1=O.[Cu]I. The product is [C:29]1([C:42]2[CH:47]=[CH:46][CH:45]=[CH:44][CH:43]=2)[CH:34]=[CH:33][CH:32]=[CH:31][C:30]=1[CH2:35][N:36]1[CH2:37][CH2:38][N:39]([C:2]2[S:3][CH:4]=[C:5]([CH2:7][N:8]3[C:12]4[CH:13]=[CH:14][CH:15]=[CH:16][C:11]=4[N:10]([CH2:17][CH2:18][CH2:19][O:20][C:21]4[CH:26]=[CH:25][C:24]([F:27])=[CH:23][CH:22]=4)[C:9]3=[NH:28])[N:6]=2)[CH2:40][CH2:41]1. The yield is 0.0800. (2) The reactants are [OH:1][CH:2]1[CH2:7][CH2:6][N:5]([C:8]([O:10][C:11]([CH3:14])([CH3:13])[CH3:12])=[O:9])[CH2:4][CH2:3]1.C1(P(C2C=CC=CC=2)C2C=CC=CC=2)C=CC=CC=1.O[N:35]1[C:43](=[O:44])[C:42]2[C:37](=[CH:38][CH:39]=[CH:40][CH:41]=2)[C:36]1=[O:45].N(/C(OC(C)C)=O)=N\C(OC(C)C)=O. No catalyst specified. The product is [O:45]=[C:36]1[C:37]2[C:42](=[CH:41][CH:40]=[CH:39][CH:38]=2)[C:43](=[O:44])[N:35]1[O:1][CH:2]1[CH2:3][CH2:4][N:5]([C:8]([O:10][C:11]([CH3:14])([CH3:13])[CH3:12])=[O:9])[CH2:6][CH2:7]1. The yield is 0.590. (3) The reactants are [OH-].[Na+].[Cl:3][C:4]1[CH:9]=[CH:8][C:7]([C@@H:10]([NH:12][CH2:13][CH2:14][C:15]2([NH:25]C(=O)C(F)(F)F)[CH2:24][CH2:23][C:18]3([O:22][CH2:21][CH2:20][O:19]3)[CH2:17][CH2:16]2)[CH3:11])=[CH:6][CH:5]=1. The catalyst is CO. The product is [Cl:3][C:4]1[CH:9]=[CH:8][C:7]([C@@H:10]([NH:12][CH2:13][CH2:14][C:15]2([NH2:25])[CH2:16][CH2:17][C:18]3([O:19][CH2:20][CH2:21][O:22]3)[CH2:23][CH2:24]2)[CH3:11])=[CH:6][CH:5]=1. The yield is 0.980. (4) The reactants are I[CH:2]([CH3:4])[CH3:3].C(=O)([O-])[O-].[K+].[K+].[F:11][C:12]1[CH:13]=[CH:14][C:15]([N+:19]([O-:21])=[O:20])=[C:16]([OH:18])[CH:17]=1. The catalyst is CC(C)=O. The product is [F:11][C:12]1[CH:13]=[CH:14][C:15]([N+:19]([O-:21])=[O:20])=[C:16]([O:18][CH:2]([CH3:4])[CH3:3])[CH:17]=1. The yield is 0.590. (5) The reactants are C(O[C:6]([N:8]1[CH2:12][CH2:11][CH2:10][CH:9]1[C:13]1[NH:14][C:15]([C:18]2[CH:23]=[CH:22][C:21]([B:24]3[O:28][C:27]([CH3:30])([CH3:29])[C:26]([CH3:32])([CH3:31])[O:25]3)=[CH:20][CH:19]=2)=[CH:16][N:17]=1)=[O:7])(C)(C)C.Cl.[CH3:34][O:35][C:36]([NH:38][CH:39]([C:43]1[CH:48]=[CH:47][CH:46]=[CH:45][CH:44]=1)C(O)=O)=[O:37].CN(C(ON1N=NC2C=CC=NC1=2)=[N+](C)C)C.F[P-](F)(F)(F)(F)F.[O-]P([O-])([O-])=O.[K+].[K+].[K+]. The catalyst is C(Cl)Cl.CCOC(C)=O. The product is [CH3:34][O:35][C:36](=[O:37])[NH:38][CH:39]([C:43]1[CH:48]=[CH:47][CH:46]=[CH:45][CH:44]=1)[C:6](=[O:7])[N:8]1[CH2:12][CH2:11][CH2:10][CH:9]1[C:13]1[NH:14][C:15]([C:18]2[CH:23]=[CH:22][C:21]([B:24]3[O:25][C:26]([CH3:32])([CH3:31])[C:27]([CH3:30])([CH3:29])[O:28]3)=[CH:20][CH:19]=2)=[CH:16][N:17]=1. The yield is 0.790. (6) The reactants are [CH2:1]([CH:8]([C:14]([NH:16][C@H:17]([C:28]1[S:29][CH:30]=[C:31]([CH2:33][CH3:34])[N:32]=1)[CH2:18][C:19]1[CH:24]=[CH:23][C:22]([N+:25]([O-:27])=[O:26])=[CH:21][CH:20]=1)=[O:15])[C:9]([O:11]CC)=O)[C:2]1[CH:7]=[CH:6][CH:5]=[CH:4][CH:3]=1.C(=O)([O-])[O-].[K+].[K+].[C:41](=[N:44]O)([NH2:43])[CH3:42]. The catalyst is C1(C)C=CC=CC=1. The product is [CH2:33]([C:31]1[N:32]=[C:28]([C@@H:17]([NH:16][C:14](=[O:15])[CH:8]([C:9]2[O:11][N:44]=[C:41]([CH3:42])[N:43]=2)[CH2:1][C:2]2[CH:3]=[CH:4][CH:5]=[CH:6][CH:7]=2)[CH2:18][C:19]2[CH:20]=[CH:21][C:22]([N+:25]([O-:27])=[O:26])=[CH:23][CH:24]=2)[S:29][CH:30]=1)[CH3:34]. The yield is 0.940. (7) The reactants are [NH2:1][C@H:2]1[C@H:6]([C:7]2[CH:12]=[CH:11][C:10]([F:13])=[C:9]([F:14])[CH:8]=2)[CH2:5][N:4]([C@H:15]([C:18]([F:21])([F:20])[F:19])[CH2:16][OH:17])[CH2:3]1.[CH3:22][C:23]([O:26][C:27](O[C:27]([O:26][C:23]([CH3:25])([CH3:24])[CH3:22])=[O:28])=[O:28])([CH3:25])[CH3:24]. The catalyst is CN(C1C=CN=CC=1)C.C(Cl)Cl. The product is [F:14][C:9]1[CH:8]=[C:7]([C@@H:6]2[CH2:5][N:4]([C@@H:15]([CH2:16][OH:17])[C:18]([F:21])([F:20])[F:19])[CH2:3][C@H:2]2[NH:1][C:27](=[O:28])[O:26][C:23]([CH3:25])([CH3:24])[CH3:22])[CH:12]=[CH:11][C:10]=1[F:13]. The yield is 0.397. (8) The reactants are [Si:1]([O:8][C@@H:9]1[C@@:29]2([CH3:30])[C:13](=[CH:14][CH:15]=[C:16]3[C@@H:28]2[CH2:27][CH2:26][C@@:25]2([CH3:31])[C@H:17]3[CH2:18][CH:19]=[C:20]2[C:21]([OH:24])([CH3:23])[CH3:22])[CH2:12][C@@H:11]([O:32][Si:33]([C:36]([CH3:39])([CH3:38])[CH3:37])([CH3:35])[CH3:34])[CH2:10]1)([C:4]([CH3:7])([CH3:6])[CH3:5])([CH3:3])[CH3:2].[H-].[K+].C1OCCOC2C(=CC=CC=2)OCCOCCOC2C(=CC=CC=2)OC1.[O:68]1[C:70]([CH3:72])([CH3:71])[CH2:69]1. The catalyst is C1(C)C=CC=CC=1.C(OCC)(=O)C.O. The product is [Si:1]([O:8][C@@H:9]1[C@@:29]2([CH3:30])[C:13](=[CH:14][CH:15]=[C:16]3[C@@H:28]2[CH2:27][CH2:26][C@@:25]2([CH3:31])[C@H:17]3[CH2:18][CH:19]=[C:20]2[C:21]([O:24][CH2:69][C:70]([OH:68])([CH3:72])[CH3:71])([CH3:23])[CH3:22])[CH2:12][C@@H:11]([O:32][Si:33]([C:36]([CH3:39])([CH3:38])[CH3:37])([CH3:34])[CH3:35])[CH2:10]1)([C:4]([CH3:7])([CH3:6])[CH3:5])([CH3:3])[CH3:2].[Si:1]([O:8][C@@H:9]1[C@@:29]2([CH3:30])[C:13](=[CH:14][CH:15]=[C:16]3[C@@H:28]2[CH2:27][CH2:26][C@@:25]2([CH3:31])[C@H:17]3[CH2:18][CH:19]=[C:20]2[C:21]([OH:24])([CH3:23])[CH3:22])[CH2:12][C@@H:11]([O:32][Si:33]([C:36]([CH3:39])([CH3:38])[CH3:37])([CH3:34])[CH3:35])[CH2:10]1)([C:4]([CH3:7])([CH3:6])[CH3:5])([CH3:3])[CH3:2]. The yield is 0.190. (9) The reactants are [CH:1]([N:4]1[C:8]([C:9]2[N:18]=[C:17]3[N:11]([CH2:12][CH2:13][O:14][C:15]4[CH:22]=[C:21](O)[N:20]=[CH:19][C:16]=43)[CH:10]=2)=[N:7][CH:6]=[N:5]1)([CH3:3])[CH3:2].Cl.[NH2:25][CH2:26][C:27]([NH2:29])=[O:28]. The catalyst is CN1C(=O)CCC1. The product is [CH:1]([N:4]1[C:8]([C:9]2[N:18]=[C:17]3[C:16]4[CH:19]=[N:20][C:21]([NH:25][CH2:26][C:27]([NH2:29])=[O:28])=[CH:22][C:15]=4[O:14][CH2:13][CH2:12][N:11]3[CH:10]=2)=[N:7][CH:6]=[N:5]1)([CH3:2])[CH3:3]. The yield is 0.0800. (10) The yield is 0.270. No catalyst specified. The reactants are [CH2:1]([N:8]([CH2:18][CH:19]([NH2:38])[CH2:20][N:21]([CH2:31][C:32]1[CH:37]=[CH:36][CH:35]=[CH:34][CH:33]=1)[C:22]([O:24][CH2:25][C:26]1[S:30][CH:29]=[N:28][CH:27]=1)=[O:23])[C:9](=[O:17])[O:10][CH2:11][C:12]1[S:16][CH:15]=[N:14][CH:13]=1)[C:2]1[CH:7]=[CH:6][CH:5]=[CH:4][CH:3]=1.C(N(C(C)C)CC)(C)C.[C:48](Cl)(=[O:52])[CH:49]([CH3:51])[CH3:50]. The product is [CH2:31]([N:21]([CH2:20][CH:19]([NH:38][C:48](=[O:52])[CH:49]([CH3:51])[CH3:50])[CH2:18][N:8]([CH2:1][C:2]1[CH:3]=[CH:4][CH:5]=[CH:6][CH:7]=1)[C:9]([O:10][CH2:11][C:12]1[S:16][CH:15]=[N:14][CH:13]=1)=[O:17])[C:22](=[O:23])[O:24][CH2:25][C:26]1[S:30][CH:29]=[N:28][CH:27]=1)[C:32]1[CH:33]=[CH:34][CH:35]=[CH:36][CH:37]=1.